From a dataset of Full USPTO retrosynthesis dataset with 1.9M reactions from patents (1976-2016). Predict the reactants needed to synthesize the given product. (1) The reactants are: [Cl:1][C:2]1[CH:3]=[C:4]2[C:9](=[C:10]([Cl:20])[C:11]=1[O:12][CH2:13][CH:14]1[CH2:19][CH2:18][CH2:17][CH2:16][CH2:15]1)[O:8][CH:7]([C:21]([F:24])([F:23])[F:22])[C:6]([C:25]([OH:27])=[O:26])=[CH:5]2.C1([C@H](N)C)C2C(=CC=CC=2)C=CC=1. Given the product [Cl:1][C:2]1[CH:3]=[C:4]2[C:9](=[C:10]([Cl:20])[C:11]=1[O:12][CH2:13][CH:14]1[CH2:15][CH2:16][CH2:17][CH2:18][CH2:19]1)[O:8][C@@H:7]([C:21]([F:23])([F:24])[F:22])[C:6]([C:25]([OH:27])=[O:26])=[CH:5]2, predict the reactants needed to synthesize it. (2) Given the product [CH:9]1([CH2:8][CH:7]([O:6][CH2:5][CH:4]=[O:3])[CH2:12][CH:13]=[CH2:14])[CH2:10][CH2:11]1, predict the reactants needed to synthesize it. The reactants are: C([O:3][CH:4](OCC)[CH2:5][O:6][CH:7]([CH2:12][CH:13]=[CH2:14])[CH2:8][CH:9]1[CH2:11][CH2:10]1)C.Cl. (3) Given the product [N:18]1([CH2:17][CH2:16][CH2:15][C:12]2[CH:11]=[CH:10][C:9]([OH:8])=[CH:14][CH:13]=2)[CH:22]=[CH:21][N:20]=[N:19]1, predict the reactants needed to synthesize it. The reactants are: C([O:8][C:9]1[CH:14]=[CH:13][C:12]([CH2:15][CH2:16][CH2:17][N:18]2[CH:22]=[CH:21][N:20]=[N:19]2)=[CH:11][CH:10]=1)C1C=CC=CC=1.[H][H]. (4) Given the product [NH2:3][C@@:32]12[CH2:33][C:26](=[CH2:25])[CH2:27][C@@H:28]1[C:29](=[O:45])[N:30]([C@@H:37]([C:39]1[CH:44]=[CH:43][CH:42]=[CH:41][CH:40]=1)[CH3:38])[CH2:31]2, predict the reactants needed to synthesize it. The reactants are: C([N:3](CC)CC)C.C1(P(N=[N+]=[N-])(C2C=CC=CC=2)=O)C=CC=CC=1.[CH2:25]=[C:26]1[CH2:33][C@:32]2(C(O)=O)[C@@H:28]([C:29](=[O:45])[N:30]([C@@H:37]([C:39]3[CH:44]=[CH:43][CH:42]=[CH:41][CH:40]=3)[CH3:38])[CH2:31]2)[CH2:27]1. (5) Given the product [CH2:1]([C@@:8]12[CH2:21][CH2:20][C@:19]([OH:22])([C:29]([F:32])([F:31])[F:30])[CH2:18][C@H:17]1[CH2:16][CH2:15][C:14]1[CH:13]=[C:12]([C:23]([O:25][CH3:26])=[O:24])[CH:11]=[CH:10][C:9]2=1)[C:2]1[CH:3]=[CH:4][CH:5]=[CH:6][CH:7]=1, predict the reactants needed to synthesize it. The reactants are: [CH2:1]([C@@:8]12[CH2:21][CH2:20][C:19](=[O:22])[CH2:18][C@H:17]1[CH2:16][CH2:15][C:14]1[CH:13]=[C:12]([C:23]([O:25][CH3:26])=[O:24])[CH:11]=[CH:10][C:9]2=1)[C:2]1[CH:7]=[CH:6][CH:5]=[CH:4][CH:3]=1.C[Si](C)(C)[C:29]([F:32])([F:31])[F:30].[F-].C([N+](CCCC)(CCCC)CCCC)CCC.